From a dataset of Reaction yield outcomes from USPTO patents with 853,638 reactions. Predict the reaction yield, written as a fraction of the theoretical maximum amount of product (1.0 means a 100% yield; for example, 0.34 means a 34% yield). (1) The reactants are [Br:1][C:2]1[CH:3]=[C:4]([CH:20]=[CH:21][CH:22]=1)[CH2:5][N:6]1[C:14]2[C:13](=[O:15])[N:12]([CH3:16])[C:11](=[O:17])[N:10]([CH3:18])[C:9]=2[N:8]=[C:7]1[SH:19].Br[CH2:24][C:25](=[O:28])[CH2:26][CH3:27].C(=O)([O-])[O-].[K+].[K+]. The catalyst is CN(C=O)C.C(OCC)(=O)C.O. The product is [Br:1][C:2]1[CH:3]=[C:4]([CH:20]=[CH:21][CH:22]=1)[CH2:5][N:6]1[C:14]2[C:13](=[O:15])[N:12]([CH3:16])[C:11](=[O:17])[N:10]([CH3:18])[C:9]=2[N:8]=[C:7]1[S:19][CH2:24][C:25](=[O:28])[CH2:26][CH3:27]. The yield is 0.507. (2) The product is [NH:15]1[CH2:18][CH:17]([C:19]([N:21]2[CH2:25][CH2:24][C@@H:23]([OH:26])[CH2:22]2)=[O:20])[CH2:16]1. The catalyst is ClCCl. The reactants are FC(F)(F)C(O)=O.C(OC([N:15]1[CH2:18][CH:17]([C:19]([N:21]2[CH2:25][CH2:24][C@@H:23]([OH:26])[CH2:22]2)=[O:20])[CH2:16]1)=O)(C)(C)C. The yield is 0.850. (3) The reactants are [CH3:1][O:2][C:3]1[CH:4]=[C:5]([CH:37]=[C:38]([O:42][CH3:43])[C:39]=1[O:40][CH3:41])[C:6]([N:8]1[CH2:12][CH2:11][C:10]([CH2:19][CH2:20][N:21]2[CH2:27][CH2:26][CH2:25][N:24]([C:28]3[NH:32][C:31]4[CH:33]=[CH:34][CH:35]=[CH:36][C:30]=4[N:29]=3)[CH2:23][CH2:22]2)([C:13]2[CH:18]=[CH:17][CH:16]=[CH:15][CH:14]=2)[CH2:9]1)=[O:7].O1CCCC1.C([Li])(CC)C.[C:54](#[N:57])[CH:55]=[CH2:56]. The catalyst is CO.ClCCl.O. The product is [NH3:8].[CH3:43][O:42][C:38]1[CH:37]=[C:5]([CH:4]=[C:3]([O:2][CH3:1])[C:39]=1[O:40][CH3:41])[C:6]([N:8]1[CH2:12][CH2:11][C:10]([CH2:19][CH2:20][N:21]2[CH2:27][CH2:26][CH2:25][N:24]([C:28]3[N:29]([CH2:56][CH2:55][C:54]#[N:57])[C:30]4[CH:36]=[CH:35][CH:34]=[CH:33][C:31]=4[N:32]=3)[CH2:23][CH2:22]2)([C:13]2[CH:14]=[CH:15][CH:16]=[CH:17][CH:18]=2)[CH2:9]1)=[O:7]. The yield is 0.00500.